This data is from Cav3 T-type calcium channel HTS with 100,875 compounds. The task is: Binary Classification. Given a drug SMILES string, predict its activity (active/inactive) in a high-throughput screening assay against a specified biological target. (1) The molecule is S(=O)(=O)(N(Cc1ccccc1)CCO)c1cc2CC(N(c2cc1)C(=O)CC)C. The result is 0 (inactive). (2) The drug is n1c(c(c(c2cccnc2)c(c1N)C#N)C)C. The result is 0 (inactive). (3) The result is 0 (inactive). The molecule is Clc1cc(S(=O)(=O)N2CCc3c2cccc3)ccc1OCC(=O)NCc1ncccc1. (4) The compound is O1CCN(CC1)c1c2c(C(=O)c3c(C2=O)cccc3)ccc1. The result is 0 (inactive). (5) The drug is Clc1c(S(=O)(=O)N2CCCCC2)cc(c(N2CCOCC2)c1)C(=O)N1CCOCC1. The result is 0 (inactive). (6) The compound is S(=O)(=O)(N(CC)CC)c1cc2nc(SCC(=O)NC3CC3)n(c2cc1)c1c(OC)cccc1. The result is 0 (inactive). (7) The drug is S(c1n(nc(n1)c1occc1)C(=O)c1occc1)Cc1ccccc1. The result is 0 (inactive). (8) The compound is o1c(c(nc1c1ccc(cc1)C)CS(=O)CC(=O)NCCC=1CCCCC1)C. The result is 1 (active). (9) The compound is Clc1c(CS(=O)(=O)CC(O)(C)C(=O)Nc2cc(ccc2)C(F)(F)F)cccc1. The result is 0 (inactive). (10) The molecule is S1C(CN=C1Nc1cc(F)c(F)cc1)(C)C. The result is 0 (inactive).